This data is from CYP3A4 inhibition data for predicting drug metabolism from PubChem BioAssay. The task is: Regression/Classification. Given a drug SMILES string, predict its absorption, distribution, metabolism, or excretion properties. Task type varies by dataset: regression for continuous measurements (e.g., permeability, clearance, half-life) or binary classification for categorical outcomes (e.g., BBB penetration, CYP inhibition). Dataset: cyp3a4_veith. (1) The drug is CC1(C)Cc2c(sc3nc(-c4ccccc4)n(N)c(=O)c23)CO1. The result is 0 (non-inhibitor). (2) The compound is Cc1ccc(C(C(=O)NCc2ccco2)N(C(=O)CNC(=O)c2cccs2)c2ccc(C)cc2C)cc1. The result is 1 (inhibitor).